This data is from Reaction yield outcomes from USPTO patents with 853,638 reactions. The task is: Predict the reaction yield, written as a fraction of the theoretical maximum amount of product (1.0 means a 100% yield; for example, 0.34 means a 34% yield). (1) The reactants are [N:1]1[N:2]=[C:3]([C:10]2[CH:19]=[CH:18][C:17]3[C:12](=[C:13]([O:20][C:21]4[CH:26]=[CH:25][N:24]=[C:23](Cl)[CH:22]=4)[CH:14]=[CH:15][CH:16]=3)[N:11]=2)[N:4]2[CH:9]=[CH:8][CH:7]=[CH:6][C:5]=12.CC(C1C=C(C(C)C)C(C2C=CC=CC=2P(C2CCCCC2)C2CCCCC2)=C(C(C)C)C=1)C.[Li+].C[Si]([N-:67][Si](C)(C)C)(C)C.Cl. The catalyst is C1COCC1.O.ClCCl.C1C=CC(/C=C/C(/C=C/C2C=CC=CC=2)=O)=CC=1.C1C=CC(/C=C/C(/C=C/C2C=CC=CC=2)=O)=CC=1.C1C=CC(/C=C/C(/C=C/C2C=CC=CC=2)=O)=CC=1.[Pd].[Pd]. The product is [N:1]1[N:2]=[C:3]([C:10]2[CH:19]=[CH:18][C:17]3[C:12](=[C:13]([O:20][C:21]4[CH:26]=[CH:25][N:24]=[C:23]([NH2:67])[CH:22]=4)[CH:14]=[CH:15][CH:16]=3)[N:11]=2)[N:4]2[CH:9]=[CH:8][CH:7]=[CH:6][C:5]=12. The yield is 0.271. (2) The reactants are C(N(CC)C(C)C)(C)C.Cl.Cl.[N:12]1[C:17]2[CH2:18][NH:19][CH2:20][C:16]=2[C:15]([NH:21][C:22]2[CH:23]=[N:24][C:25]3[C:30]([CH:31]=2)=[CH:29][CH:28]=[CH:27][CH:26]=3)=[N:14][CH:13]=1.[CH3:32][C:33]1[S:34][C:35]([C:39](O)=[O:40])=[C:36]([CH3:38])[N:37]=1.F[P-](F)(F)(F)(F)F.C[N+](C)=C(N(C)C)ON1C2N=CC=CC=2N=N1.CN1CCCC1=O. No catalyst specified. The product is [CH3:32][C:33]1[S:34][C:35]([C:39]([N:19]2[CH2:20][C:16]3[C:15]([NH:21][C:22]4[CH:23]=[N:24][C:25]5[C:30]([CH:31]=4)=[CH:29][CH:28]=[CH:27][CH:26]=5)=[N:14][CH:13]=[N:12][C:17]=3[CH2:18]2)=[O:40])=[C:36]([CH3:38])[N:37]=1. The yield is 0.640. (3) The reactants are [CH:1]1([C:4]2[CH:9]=[CH:8][C:7]([N:10]3[CH2:14][CH2:13][C:12]4([CH2:19][CH2:18][NH:17][CH2:16][CH2:15]4)[C:11]3=[O:20])=[CH:6][CH:5]=2)[CH2:3][CH2:2]1.[C:21]1([CH:27]2[CH2:29][O:28]2)[CH:26]=[CH:25][CH:24]=[CH:23][CH:22]=1.CCN(CC)CC. The catalyst is C(Cl)Cl. The product is [CH:1]1([C:4]2[CH:9]=[CH:8][C:7]([N:10]3[CH2:14][CH2:13][C:12]4([CH2:19][CH2:18][N:17]([CH2:29][CH:27]([OH:28])[C:21]5[CH:26]=[CH:25][CH:24]=[CH:23][CH:22]=5)[CH2:16][CH2:15]4)[C:11]3=[O:20])=[CH:6][CH:5]=2)[CH2:3][CH2:2]1. The yield is 0.140. (4) The reactants are [C:1]([CH2:3][C:4]([OH:6])=O)#[N:2].C1N(P(Cl)(N2C(=O)OCC2)=O)C(=O)OC1.C(N(CC)CC)C.[NH2:29][C:30]1[C:38]2[C:33](=[N:34][CH:35]=[C:36]([Br:53])[C:37]=2[N:39]2[CH2:44][CH2:43][CH2:42][C@@H:41]([NH:45][C:46](=[O:52])[O:47][C:48]([CH3:51])([CH3:50])[CH3:49])[CH2:40]2)[NH:32][CH:31]=1. The catalyst is CC#N.O.O.CN1C(=O)CCC1. The product is [Br:53][C:36]1[C:37]([N:39]2[CH2:44][CH2:43][CH2:42][C@@H:41]([NH:45][C:46](=[O:52])[O:47][C:48]([CH3:50])([CH3:49])[CH3:51])[CH2:40]2)=[C:38]2[C:30]([NH:29][C:4](=[O:6])[CH2:3][C:1]#[N:2])=[CH:31][NH:32][C:33]2=[N:34][CH:35]=1. The yield is 0.260. (5) The yield is 0.440. The product is [OH:17][C:10]1[C:11]2[C:16](=[N:15][CH:14]=[CH:13][CH:12]=2)[N:7]([C:1]2[CH:2]=[CH:3][CH:4]=[CH:5][CH:6]=2)[C:8](=[O:27])[C:9]=1[C:54](=[O:55])[CH2:53][C:61]1[CH:66]=[CH:65][CH:64]=[CH:63][CH:62]=1. The catalyst is ClCCl. The reactants are [C:1]1([N:7]2[C:16]3[C:11](=[CH:12][CH:13]=[CH:14][N:15]=3)[C:10]([O:17]C(=O)CC3C=CC=CC=3)=[CH:9][C:8]2=[O:27])[CH:6]=[CH:5][CH:4]=[CH:3][CH:2]=1.C(N(CC)CC)C.[C-]#N.[K+].C1[O:55][CH2:54][CH2:53]OCCOCCOCCOCCOC1.C(=O)([O-])O.[Na+].[C:61]1(C)[CH:66]=[CH:65][CH:64]=[CH:63][CH:62]=1. (6) The reactants are [CH3:1][O:2][C:3](=[O:11])[C:4]([CH2:9][NH2:10])([CH2:7][CH3:8])[CH2:5][CH3:6].[CH3:12][C:13]([CH3:15])=O.C(O[BH-](OC(=O)C)OC(=O)C)(=O)C.[Na+]. The catalyst is CO. The product is [CH3:1][O:2][C:3](=[O:11])[C:4]([CH2:5][CH3:6])([CH2:9][NH:10][CH:13]([CH3:15])[CH3:12])[CH2:7][CH3:8]. The yield is 0.530. (7) The reactants are [NH2:1][C@H:2]1[C:11]2[C:6](=[CH:7][CH:8]=[C:9]([O:12][CH3:13])[N:10]=2)[N:5]([C:14](=[O:16])[CH3:15])[C@@H:4]([CH:17]2[CH2:19][CH2:18]2)[C@@H:3]1[CH3:20].Br[C:22]1[CH:27]=[CH:26][CH:25]=[C:24]([CH3:28])[N:23]=1.CN(C1C(C2C(P(C3CCCCC3)C3CCCCC3)=CC=CC=2)=CC=CC=1)C.CC(C)([O-])C.[Na+]. The catalyst is O1CCOCC1.C1C=CC(/C=C/C(/C=C/C2C=CC=CC=2)=O)=CC=1.C1C=CC(/C=C/C(/C=C/C2C=CC=CC=2)=O)=CC=1.C1C=CC(/C=C/C(/C=C/C2C=CC=CC=2)=O)=CC=1.[Pd].[Pd]. The product is [CH:17]1([C@H:4]2[C@H:3]([CH3:20])[C@@H:2]([NH:1][C:22]3[CH:27]=[CH:26][CH:25]=[C:24]([CH3:28])[N:23]=3)[C:11]3[C:6](=[CH:7][CH:8]=[C:9]([O:12][CH3:13])[N:10]=3)[N:5]2[C:14](=[O:16])[CH3:15])[CH2:19][CH2:18]1. The yield is 0.669. (8) The reactants are Cl.CC1(C)[O:7][CH:6]([CH2:8][O:9][NH:10][C:11]([C:13]2[C:14]([NH:24][C:25]3[CH:30]=[CH:29][C:28]([Br:31])=[CH:27][C:26]=3[F:32])=[C:15]([Cl:23])[C:16](=[O:22])[N:17]3[C:21]=2[CH2:20][CH2:19][CH2:18]3)=[O:12])[CH2:5][O:4]1. The catalyst is CCO. The product is [OH:7][CH:6]([CH2:5][OH:4])[CH2:8][O:9][NH:10][C:11]([C:13]1[C:14]([NH:24][C:25]2[CH:30]=[CH:29][C:28]([Br:31])=[CH:27][C:26]=2[F:32])=[C:15]([Cl:23])[C:16](=[O:22])[N:17]2[C:21]=1[CH2:20][CH2:19][CH2:18]2)=[O:12]. The yield is 0.185.